Dataset: NCI-60 drug combinations with 297,098 pairs across 59 cell lines. Task: Regression. Given two drug SMILES strings and cell line genomic features, predict the synergy score measuring deviation from expected non-interaction effect. (1) Drug 1: C(CC(=O)O)C(=O)CN.Cl. Drug 2: C1C(C(OC1N2C=NC3=C2NC=NCC3O)CO)O. Cell line: SK-MEL-28. Synergy scores: CSS=13.5, Synergy_ZIP=-2.19, Synergy_Bliss=-1.78, Synergy_Loewe=-2.03, Synergy_HSA=-3.23. (2) Cell line: KM12. Synergy scores: CSS=14.1, Synergy_ZIP=-10.4, Synergy_Bliss=-6.25, Synergy_Loewe=-8.36, Synergy_HSA=-3.07. Drug 2: C1=CC(=CC=C1C#N)C(C2=CC=C(C=C2)C#N)N3C=NC=N3. Drug 1: CS(=O)(=O)C1=CC(=C(C=C1)C(=O)NC2=CC(=C(C=C2)Cl)C3=CC=CC=N3)Cl. (3) Drug 1: C1=NC2=C(N=C(N=C2N1C3C(C(C(O3)CO)O)O)F)N. Drug 2: COC1=NC(=NC2=C1N=CN2C3C(C(C(O3)CO)O)O)N. Cell line: CAKI-1. Synergy scores: CSS=-8.02, Synergy_ZIP=2.58, Synergy_Bliss=-2.20, Synergy_Loewe=-7.90, Synergy_HSA=-7.81. (4) Drug 1: COC1=NC(=NC2=C1N=CN2C3C(C(C(O3)CO)O)O)N. Drug 2: CNC(=O)C1=NC=CC(=C1)OC2=CC=C(C=C2)NC(=O)NC3=CC(=C(C=C3)Cl)C(F)(F)F. Cell line: OVCAR-8. Synergy scores: CSS=0.792, Synergy_ZIP=0.101, Synergy_Bliss=2.31, Synergy_Loewe=0.327, Synergy_HSA=0.837.